Dataset: Forward reaction prediction with 1.9M reactions from USPTO patents (1976-2016). Task: Predict the product of the given reaction. (1) Given the reactants [CH:1]1([CH2:6][CH:7]([C:11]2[CH:16]=[CH:15][CH:14]=[C:13]([O:17][CH3:18])[CH:12]=2)[C:8]([OH:10])=O)[CH2:5][CH2:4][CH2:3][CH2:2]1.C(Cl)(=O)C(Cl)=O.[NH2:25][C:26]1[S:27][CH:28]=[CH:29][N:30]=1.C(N(CC)C(C)C)(C)C, predict the reaction product. The product is: [CH:1]1([CH2:6][CH:7]([C:11]2[CH:16]=[CH:15][CH:14]=[C:13]([O:17][CH3:18])[CH:12]=2)[C:8]([NH:25][C:26]2[S:27][CH:28]=[CH:29][N:30]=2)=[O:10])[CH2:2][CH2:3][CH2:4][CH2:5]1. (2) Given the reactants ClCCl.Cl[C:5]1[N:6]=[C:7]([CH3:25])[C:8]2[CH:13]=[CH:12][N:11]([C:14]3[CH:24]=[CH:23][C:17]([C:18]([O:20][CH2:21]C)=[O:19])=[CH:16][CH:15]=3)[C:9]=2[N:10]=1.C([Sn](CCCC)(CCCC)[C:31]1[S:32][C:33]([Cl:36])=[CH:34][CH:35]=1)CCC, predict the reaction product. The product is: [Cl:36][C:33]1[S:32][C:31]([C:5]2[N:6]=[C:7]([CH3:25])[C:8]3[CH:13]=[CH:12][N:11]([C:14]4[CH:15]=[CH:16][C:17]([C:18]([O:20][CH3:21])=[O:19])=[CH:23][CH:24]=4)[C:9]=3[N:10]=2)=[CH:35][CH:34]=1.